From a dataset of Reaction yield outcomes from USPTO patents with 853,638 reactions. Predict the reaction yield, written as a fraction of the theoretical maximum amount of product (1.0 means a 100% yield; for example, 0.34 means a 34% yield). (1) The reactants are [CH3:1][O:2][C:3]1[CH:4]=[C:5]([N:12]2[CH2:17][CH2:16][CH:15]([N:18]3[CH2:23][C@@H:22]4[CH2:24][C@H:19]3[CH2:20][NH:21]4)[CH2:14][CH2:13]2)[CH:6]=[CH:7][C:8]=1[N+:9]([O-:11])=[O:10].C([O-])([O-])=O.[K+].[K+].I[CH2:32][CH2:33][F:34]. The catalyst is CN(C=O)C. The product is [F:34][CH2:33][CH2:32][N:21]1[CH2:20][C@@H:19]2[CH2:24][C@H:22]1[CH2:23][N:18]2[CH:15]1[CH2:16][CH2:17][N:12]([C:5]2[CH:6]=[CH:7][C:8]([N+:9]([O-:11])=[O:10])=[C:3]([O:2][CH3:1])[CH:4]=2)[CH2:13][CH2:14]1. The yield is 0.490. (2) The reactants are [Cl:1][C:2]1[N:3]([CH2:10][C@:11]2([CH3:14])[CH2:13][O:12]2)[CH:4]=[C:5]([N+:7]([O-:9])=[O:8])[N:6]=1.[NH:15]1[CH2:20][CH2:19][CH:18]([NH:21][C:22]2[CH:27]=[CH:26][C:25]([O:28][C:29]([F:32])([F:31])[F:30])=[CH:24][CH:23]=2)[CH2:17][CH2:16]1. No catalyst specified. The product is [Cl:1][C:2]1[N:3]([CH2:10][C@@:11]([CH3:14])([OH:12])[CH2:13][N:15]2[CH2:20][CH2:19][CH:18]([NH:21][C:22]3[CH:23]=[CH:24][C:25]([O:28][C:29]([F:30])([F:31])[F:32])=[CH:26][CH:27]=3)[CH2:17][CH2:16]2)[CH:4]=[C:5]([N+:7]([O-:9])=[O:8])[N:6]=1. The yield is 0.880. (3) The reactants are C[O:2][C:3]1[N:12]=[CH:11][C:10]2[CH2:9][CH2:8][C:7]3[C:13]([C:17]([O:19][CH2:20][CH3:21])=[O:18])=[N:14][N:15]([CH3:16])[C:6]=3[C:5]=2[N:4]=1.[I-].[Na+].C[Si](Cl)(C)C.CO. The catalyst is C(#N)C. The product is [OH:2][C:3]1[N:12]=[CH:11][C:10]2[CH2:9][CH2:8][C:7]3[C:13]([C:17]([O:19][CH2:20][CH3:21])=[O:18])=[N:14][N:15]([CH3:16])[C:6]=3[C:5]=2[N:4]=1. The yield is 0.780.